This data is from Forward reaction prediction with 1.9M reactions from USPTO patents (1976-2016). The task is: Predict the product of the given reaction. (1) Given the reactants CO.[NH3:3].Cl[C:5]1[C:6]2[C:13]([I:14])=[CH:12][N:11]([CH2:15][C@@H:16]([NH:19][C:20](=[O:26])[O:21][C:22]([CH3:25])([CH3:24])[CH3:23])[CH:17]=[CH2:18])[C:7]=2[N:8]=[CH:9][N:10]=1, predict the reaction product. The product is: [NH2:3][C:5]1[C:6]2[C:13]([I:14])=[CH:12][N:11]([CH2:15][C@@H:16]([NH:19][C:20](=[O:26])[O:21][C:22]([CH3:25])([CH3:24])[CH3:23])[CH:17]=[CH2:18])[C:7]=2[N:8]=[CH:9][N:10]=1. (2) Given the reactants [CH:1]1([C:4]2[CH:5]=[C:6]([C:16]([OH:18])=O)[C:7]3[CH:12]=[N:11][N:10]([CH:13]([CH3:15])[CH3:14])[C:8]=3[N:9]=2)[CH2:3][CH2:2]1.[NH2:19][CH2:20][C:21]1[C:22](=[O:31])[NH:23][C:24]([CH3:30])=[CH:25][C:26]=1[CH:27]([CH3:29])[CH3:28].C(O)(C(F)(F)F)=O.C1C=NC2N(O)N=NC=2C=1.C(Cl)CCl.CN1CCOCC1, predict the reaction product. The product is: [CH:1]1([C:4]2[CH:5]=[C:6]([C:16]([NH:19][CH2:20][C:21]3[C:22](=[O:31])[NH:23][C:24]([CH3:30])=[CH:25][C:26]=3[CH:27]([CH3:28])[CH3:29])=[O:18])[C:7]3[CH:12]=[N:11][N:10]([CH:13]([CH3:14])[CH3:15])[C:8]=3[N:9]=2)[CH2:2][CH2:3]1. (3) Given the reactants [Cl:1][C:2]1[CH:10]=[CH:9][C:5]([C:6](Cl)=[O:7])=[CH:4][C:3]=1[N+:11]([O-:13])=[O:12].[CH2:14]([NH2:21])[C:15]1[CH:20]=[CH:19][CH:18]=[CH:17][CH:16]=1, predict the reaction product. The product is: [CH2:14]([NH:21][C:6](=[O:7])[C:5]1[CH:9]=[CH:10][C:2]([Cl:1])=[C:3]([N+:11]([O-:13])=[O:12])[CH:4]=1)[C:15]1[CH:20]=[CH:19][CH:18]=[CH:17][CH:16]=1. (4) Given the reactants [NH2:1][C:2]1[CH:7]=[CH:6][C:5]([C:8]2[C:18]3[C:17](=[O:19])[N:16]([CH3:20])[CH2:15][C:14]([CH3:22])([CH3:21])[O:13][C:12]=3[N:11]=[C:10]([N:23]3[CH2:29][CH:28]4[O:30][CH:25]([CH2:26][CH2:27]4)[CH2:24]3)[N:9]=2)=[CH:4][CH:3]=1.C(N(CC)CC)C.Cl[C:39](Cl)([O:41]C(=O)OC(Cl)(Cl)Cl)Cl.[NH2:50][C:51]1[CH:56]=[C:55]([O:57][CH3:58])[CH:54]=[CH:53][N:52]=1, predict the reaction product. The product is: [CH3:58][O:57][C:55]1[CH:54]=[CH:53][N:52]=[C:51]([NH:50][C:39]([NH:1][C:2]2[CH:3]=[CH:4][C:5]([C:8]3[C:18]4[C:17](=[O:19])[N:16]([CH3:20])[CH2:15][C:14]([CH3:22])([CH3:21])[O:13][C:12]=4[N:11]=[C:10]([N:23]4[CH2:24][CH:25]5[O:30][CH:28]([CH2:27][CH2:26]5)[CH2:29]4)[N:9]=3)=[CH:6][CH:7]=2)=[O:41])[CH:56]=1. (5) Given the reactants Cl.C(OC(=O)[NH:8][CH2:9][CH:10]1[CH2:15][CH2:14][CH:13]([NH:16][C:17]([C:19]2[C:28]3[C:23](=[CH:24][CH:25]=[CH:26][CH:27]=3)[CH:22]=[CH:21][CH:20]=2)=[O:18])[CH2:12][CH2:11]1)(C)(C)C, predict the reaction product. The product is: [NH2:8][CH2:9][CH:10]1[CH2:11][CH2:12][CH:13]([NH:16][C:17]([C:19]2[C:28]3[C:23](=[CH:24][CH:25]=[CH:26][CH:27]=3)[CH:22]=[CH:21][CH:20]=2)=[O:18])[CH2:14][CH2:15]1. (6) Given the reactants C([O:8][C@@H:9]1[C@@H:14]([O:15]CC2C=CC=CC=2)[C@H:13]([O:23]CC2C=CC=CC=2)[C@@H:12]([CH2:31][O:32]CC2C=CC=CC=2)[O:11][C@H:10]1[C:40]1[S:44][C:43]2[CH:45]=[CH:46][CH:47]=[C:48]([CH2:49][CH2:50][C:51]3[CH:56]=[CH:55][CH:54]=[CH:53][CH:52]=3)[C:42]=2[CH:41]=1)C1C=CC=CC=1.C(S)C.C(=O)([O-])[O-].[K+].[K+], predict the reaction product. The product is: [C@@H:10]1([C:40]2[S:44][C:43]3[CH:45]=[CH:46][CH:47]=[C:48]([CH2:49][CH2:50][C:51]4[CH:56]=[CH:55][CH:54]=[CH:53][CH:52]=4)[C:42]=3[CH:41]=2)[O:11][C@H:12]([CH2:31][OH:32])[C@@H:13]([OH:23])[C@H:14]([OH:15])[C@H:9]1[OH:8]. (7) Given the reactants [F:1][C:2]([F:23])([C:7]([F:22])([F:21])[C:8]([F:20])([F:19])[C:9]([F:18])([F:17])[C:10]([F:16])([F:15])[C:11]([F:14])([F:13])[F:12])[C:3](OC)=[O:4].[NH3:24].[NH4+], predict the reaction product. The product is: [F:1][C:2]([F:23])([C:7]([F:22])([F:21])[C:8]([F:20])([F:19])[C:9]([F:18])([F:17])[C:10]([F:16])([F:15])[C:11]([F:14])([F:13])[F:12])[C:3]([NH2:24])=[O:4].